From a dataset of Catalyst prediction with 721,799 reactions and 888 catalyst types from USPTO. Predict which catalyst facilitates the given reaction. (1) Reactant: [Br:1][C:2]1[CH:3]=[C:4]2[C:9](=[CH:10][CH:11]=1)[C:7](=[O:8])[O:6][CH2:5]2.[F:12][C:13]1[CH:18]=[CH:17][C:16]([OH:19])=[CH:15][CH:14]=1.CO.C[O-].[Na+].Cl. Product: [Br:1][C:2]1[CH:11]=[CH:10][C:9]([C:7]([OH:6])=[O:8])=[C:4]([CH2:5][O:19][C:16]2[CH:17]=[CH:18][C:13]([F:12])=[CH:14][CH:15]=2)[CH:3]=1. The catalyst class is: 3. (2) Reactant: Cl[C:2]1[C:7]([Cl:8])=[CH:6][N:5]=[C:4]([NH2:9])[C:3]=1[N+:10]([O-:12])=[O:11].[Si:13]([O:20][C@@H:21]1[C@H:25]([CH2:26][O:27][Si:28]([C:31]([CH3:34])([CH3:33])[CH3:32])([CH3:30])[CH3:29])[CH2:24][C@@H:23]([NH2:35])[CH2:22]1)([C:16]([CH3:19])([CH3:18])[CH3:17])([CH3:15])[CH3:14].CCN(C(C)C)C(C)C. Product: [Si:13]([O:20][C@@H:21]1[C@H:25]([CH2:26][O:27][Si:28]([C:31]([CH3:34])([CH3:33])[CH3:32])([CH3:29])[CH3:30])[CH2:24][C@@H:23]([NH:35][C:2]2[C:7]([Cl:8])=[CH:6][N:5]=[C:4]([NH2:9])[C:3]=2[N+:10]([O-:12])=[O:11])[CH2:22]1)([C:16]([CH3:19])([CH3:18])[CH3:17])([CH3:15])[CH3:14]. The catalyst class is: 8. (3) Reactant: [OH:1][CH2:2][C:3]1[CH:10]=[CH:9][C:6]([C:7]#[N:8])=[CH:5][CH:4]=1.[NH2:11][OH:12].Cl.C([O-])(O)=O.[Na+].Cl. Product: [OH:12][NH:11][C:7]([C:6]1[CH:9]=[CH:10][C:3]([CH2:2][OH:1])=[CH:4][CH:5]=1)=[NH:8]. The catalyst class is: 5. (4) Reactant: [NH2:1][C@H:2]([C:12]([O-:14])=[O:13])[CH2:3][CH2:4][C:5]([O:7][C:8]([CH3:11])([CH3:10])[CH3:9])=[O:6].COC(N1[C:23](=[O:24])[CH:22]=[CH:21][C:20]1=[O:25])=O.Cl. Product: [C:8]([O:7][C:5](=[O:6])[CH2:4][CH2:3][C@H:2]([N:1]1[C:23](=[O:24])[CH:22]=[CH:21][C:20]1=[O:25])[C:12]([OH:14])=[O:13])([CH3:10])([CH3:11])[CH3:9]. The catalyst class is: 662.